From a dataset of NCI-60 drug combinations with 297,098 pairs across 59 cell lines. Regression. Given two drug SMILES strings and cell line genomic features, predict the synergy score measuring deviation from expected non-interaction effect. (1) Drug 1: C1C(C(OC1N2C=C(C(=O)NC2=O)F)CO)O. Drug 2: C1=CN(C(=O)N=C1N)C2C(C(C(O2)CO)O)O.Cl. Cell line: M14. Synergy scores: CSS=48.4, Synergy_ZIP=2.30, Synergy_Bliss=2.54, Synergy_Loewe=3.77, Synergy_HSA=4.95. (2) Drug 1: CC1=CC=C(C=C1)C2=CC(=NN2C3=CC=C(C=C3)S(=O)(=O)N)C(F)(F)F. Drug 2: C1=NC(=NC(=O)N1C2C(C(C(O2)CO)O)O)N. Cell line: NCI-H226. Synergy scores: CSS=23.3, Synergy_ZIP=-5.30, Synergy_Bliss=1.22, Synergy_Loewe=-18.1, Synergy_HSA=-1.98.